The task is: Predict the product of the given reaction.. This data is from Forward reaction prediction with 1.9M reactions from USPTO patents (1976-2016). (1) Given the reactants [Cl:1][C:2]1[CH:7]=[CH:6][C:5]([C:8]2[CH:13]=[N:12][N:11]3[C:14](=O)[NH:15][N:16]=[C:10]3[C:9]=2[C:18]2[CH:23]=[CH:22][C:21]([Cl:24])=[CH:20][CH:19]=2)=[CH:4][CH:3]=1.[C:25]([O-:28])([O-])=O.[K+].[K+].CN([CH:34]=[O:35])C, predict the reaction product. The product is: [Cl:1][C:2]1[CH:7]=[CH:6][C:5]([O:35][CH2:34][CH2:14][N:15]2[C:25](=[O:28])[N:11]3[N:12]=[CH:13][C:8]([C:5]4[CH:6]=[CH:7][C:2]([Cl:1])=[CH:3][CH:4]=4)=[C:9]([C:18]4[CH:23]=[CH:22][C:21]([Cl:24])=[CH:20][CH:19]=4)[C:10]3=[N:16]2)=[CH:4][CH:3]=1. (2) Given the reactants [C:1]([Br:5])(Br)(Br)Br.[P:6]([O:14][C:15]1[CH:20]=[CH:19][C:18](CO)=[CH:17][CH:16]=1)([O:11][CH2:12][CH3:13])([O:8][CH2:9][CH3:10])=[O:7].C1(P(C2C=CC=CC=2)C2C=CC=CC=2)C=CC=CC=1, predict the reaction product. The product is: [P:6]([O:14][C:15]1[CH:20]=[CH:19][C:18]([CH2:1][Br:5])=[CH:17][CH:16]=1)([O:11][CH2:12][CH3:13])([O:8][CH2:9][CH3:10])=[O:7].